Predict the reaction yield, written as a fraction of the theoretical maximum amount of product (1.0 means a 100% yield; for example, 0.34 means a 34% yield). From a dataset of Reaction yield outcomes from USPTO patents with 853,638 reactions. (1) The reactants are [CH2:1]([N:8]1[CH2:13][CH2:12][CH:11]([C:14](Cl)=[O:15])[CH:10]([C:17]2[S:18][CH:19]=[CH:20][CH:21]=2)[CH2:9]1)[C:2]1[CH:7]=[CH:6][CH:5]=[CH:4][CH:3]=1.[Al+3].[Cl-].[Cl-].[Cl-]. The catalyst is C(Cl)Cl. The product is [CH2:1]([N:8]1[CH2:9][CH:10]2[CH:11]([C:14](=[O:15])[C:21]3[CH:20]=[CH:19][S:18][C:17]=32)[CH2:12][CH2:13]1)[C:2]1[CH:7]=[CH:6][CH:5]=[CH:4][CH:3]=1. The yield is 0.570. (2) The reactants are [Cl-].[CH2:2]([N+:6]1[CH:10]=[CH:9][N:8]([CH3:11])[CH:7]=1)[CH2:3][CH2:4][CH3:5].[C:12]([O-:21])(=[O:20])[CH2:13][CH2:14][CH2:15][CH2:16][CH2:17][CH2:18][CH3:19].[Na+]. The catalyst is O. The product is [C:12]([O-:21])(=[O:20])[CH2:13][CH2:14][CH2:15][CH2:16][CH2:17][CH2:18][CH3:19].[CH2:2]([N+:6]1[CH:10]=[CH:9][N:8]([CH3:11])[CH:7]=1)[CH2:3][CH2:4][CH3:5]. The yield is 0.910.